Dataset: Full USPTO retrosynthesis dataset with 1.9M reactions from patents (1976-2016). Task: Predict the reactants needed to synthesize the given product. Given the product [CH:1]1([C:6]2[C:14]([N:15]([CH2:20][CH3:21])[S:16]([CH3:19])(=[O:18])=[O:17])=[CH:13][C:12]3[C:8](=[C:9]([C:29]([NH:31][CH3:32])=[O:30])[N:10]([C:22]4[CH:27]=[CH:26][C:25]([F:28])=[CH:24][CH:23]=4)[N:11]=3)[CH:7]=2)[CH2:5][CH2:4][CH2:3][CH2:2]1, predict the reactants needed to synthesize it. The reactants are: [C:1]1([C:6]2[C:14]([N:15]([CH2:20][CH3:21])[S:16]([CH3:19])(=[O:18])=[O:17])=[CH:13][C:12]3[C:8](=[C:9]([C:29]([NH:31][CH3:32])=[O:30])[N:10]([C:22]4[CH:27]=[CH:26][C:25]([F:28])=[CH:24][CH:23]=4)[N:11]=3)[CH:7]=2)[CH2:5][CH2:4][CH2:3][CH:2]=1.